Dataset: Catalyst prediction with 721,799 reactions and 888 catalyst types from USPTO. Task: Predict which catalyst facilitates the given reaction. (1) Reactant: [CH2:1]([O:3][C:4]([C:6]1[S:7][C:8](Cl)=[N:9][N:10]=1)=[O:5])[CH3:2].C([O-])([O-])=O.[K+].[K+].[C:18]1([SH:24])[CH:23]=[CH:22][CH:21]=[CH:20][CH:19]=1. Product: [CH2:1]([O:3][C:4]([C:6]1[S:7][C:8]([S:24][C:18]2[CH:23]=[CH:22][CH:21]=[CH:20][CH:19]=2)=[N:9][N:10]=1)=[O:5])[CH3:2]. The catalyst class is: 23. (2) Reactant: [Cl:1][C:2]1[C:3]([N:8]2[CH2:14][CH:13]3[N:15](C(OC(C)(C)C)=O)[CH:10]([CH2:11][CH2:12]3)[CH2:9]2)=[N:4][CH:5]=[CH:6][CH:7]=1.FC(F)(F)C(O)=O. Product: [Cl:1][C:2]1[C:3]([N:8]2[CH2:9][CH:10]3[NH:15][CH:13]([CH2:12][CH2:11]3)[CH2:14]2)=[N:4][CH:5]=[CH:6][CH:7]=1. The catalyst class is: 4. (3) Reactant: [F:1][C:2]([F:27])([F:26])[C@H:3]1[CH2:8][CH2:7][C@H:6]([NH:9][C:10](=[O:25])[C:11]2[CH:16]=[C:15]([NH2:17])[C:14]([NH:18][CH3:19])=[CH:13][C:12]=2[N:20]([CH3:24])[CH2:21][C:22]#[N:23])[CH2:5][CH2:4]1.[Cl:28][C:29]1[C:42]([N:43]=[C:44]=S)=[C:41]([Cl:46])[CH:40]=[CH:39][C:30]=1[CH2:31][NH:32][C:33](=[O:38])[C:34]([CH3:37])([CH3:36])[CH3:35].CC(C)N=C=NC(C)C. Product: [F:1][C:2]([F:26])([F:27])[C@H:3]1[CH2:8][CH2:7][C@H:6]([NH:9][C:10]([C:11]2[C:12]([N:20]([CH3:24])[CH2:21][C:22]#[N:23])=[CH:13][C:14]3[N:18]([CH3:19])[C:44]([NH:43][C:42]4[C:41]([Cl:46])=[CH:40][CH:39]=[C:30]([CH2:31][NH:32][C:33](=[O:38])[C:34]([CH3:37])([CH3:36])[CH3:35])[C:29]=4[Cl:28])=[N:17][C:15]=3[CH:16]=2)=[O:25])[CH2:5][CH2:4]1. The catalyst class is: 3.